Dataset: Reaction yield outcomes from USPTO patents with 853,638 reactions. Task: Predict the reaction yield, written as a fraction of the theoretical maximum amount of product (1.0 means a 100% yield; for example, 0.34 means a 34% yield). (1) The reactants are [OH:1][CH2:2][CH2:3][O:4][C:5]1[CH:10]=[CH:9][C:8]([CH2:11][CH2:12][CH2:13][CH2:14][N:15]2C(=O)C3=CC=CC=C3C2=O)=[CH:7][CH:6]=1. The catalyst is CN.CO. The product is [OH:1][CH2:2][CH2:3][O:4][C:5]1[CH:10]=[CH:9][C:8]([CH2:11][CH2:12][CH2:13][CH2:14][NH2:15])=[CH:7][CH:6]=1. The yield is 0.350. (2) The reactants are [CH2:1]([NH:3][S:4]([C:7]1[CH:12]=[CH:11][CH:10]=[CH:9][C:8]=1[N+:13]([O-:15])=[O:14])(=[O:6])=[O:5])[CH3:2].[Br:16][CH2:17][CH2:18][CH2:19]Br.[H-].[Na+].C(Cl)Cl. The catalyst is CN(C=O)C. The product is [Br:16][CH2:17][CH2:18][CH2:19][N:3]([CH2:1][CH3:2])[S:4]([C:7]1[CH:12]=[CH:11][CH:10]=[CH:9][C:8]=1[N+:13]([O-:15])=[O:14])(=[O:5])=[O:6]. The yield is 0.820.